From a dataset of Reaction yield outcomes from USPTO patents with 853,638 reactions. Predict the reaction yield, written as a fraction of the theoretical maximum amount of product (1.0 means a 100% yield; for example, 0.34 means a 34% yield). The reactants are [F:1][C:2]1([F:30])[CH2:7][CH2:6][N:5]([C:8]([C:10]2[NH:11][C:12]3[C:17]([CH:18]=2)=[CH:16][C:15]([C:19]([N:21]2[CH2:26][CH2:25][N:24]([CH:27]([CH3:29])[CH3:28])[CH2:23][CH2:22]2)=[O:20])=[CH:14][CH:13]=3)=[O:9])[CH2:4][CH2:3]1.[H-].[Na+].Br[CH2:34][CH:35]1[CH2:38][CH2:37][CH2:36]1. The catalyst is CN(C)C=O. The product is [CH:35]1([CH2:34][N:11]2[C:12]3[C:17](=[CH:16][C:15]([C:19]([N:21]4[CH2:22][CH2:23][N:24]([CH:27]([CH3:28])[CH3:29])[CH2:25][CH2:26]4)=[O:20])=[CH:14][CH:13]=3)[CH:18]=[C:10]2[C:8]([N:5]2[CH2:6][CH2:7][C:2]([F:1])([F:30])[CH2:3][CH2:4]2)=[O:9])[CH2:38][CH2:37][CH2:36]1. The yield is 0.690.